Dataset: Catalyst prediction with 721,799 reactions and 888 catalyst types from USPTO. Task: Predict which catalyst facilitates the given reaction. (1) Reactant: [CH3:1][N:2]1[CH:6]=[C:5]([NH:7][C:8]([C:10]2[CH:11]=[C:12]([C@@H:16]3[CH2:18][C@H:17]3[NH:19]C(=O)OC(C)(C)C)[CH:13]=[CH:14][CH:15]=2)=[O:9])[CH:4]=[N:3]1.[ClH:27].C(OCC)(=O)C. Product: [ClH:27].[ClH:27].[NH2:19][C@@H:17]1[CH2:18][C@H:16]1[C:12]1[CH:11]=[C:10]([CH:15]=[CH:14][CH:13]=1)[C:8]([NH:7][C:5]1[CH:4]=[N:3][N:2]([CH3:1])[CH:6]=1)=[O:9]. The catalyst class is: 36. (2) Reactant: C[O:2][C:3]1[CH:8]=[CH:7][CH:6]=[CH:5][C:4]=1[CH2:9][CH2:10][NH2:11]. Product: [OH:2][C:3]1[CH:8]=[CH:7][CH:6]=[CH:5][C:4]=1[CH2:9][CH2:10][NH2:11]. The catalyst class is: 201. (3) Reactant: [O:1]=[C:2]1[CH2:13][CH2:12][CH:11]=[CH:10][CH2:9][C@@H:8]([CH2:14][C:15]([O:17]C(C)(C)C)=O)[C:7](=[O:22])[O:6][CH2:5][C@@H:4]([C:23]2[CH:28]=[CH:27][CH:26]=[CH:25][CH:24]=2)[NH:3]1.F[C:30](F)(F)[C:31]([OH:33])=O.O=[C:37]1[CH2:48][CH2:47][CH:46]=CC[C@@H](CC(O)=O)C(=O)OC[C@@H](C2C=CC=CC=2)[NH:38]1.ClC1N=CC(CN)=CC=1. Product: [O:1]=[C:2]1[CH2:13][CH2:12][CH:11]=[CH:10][CH2:9][C@@H:8]([CH2:14][C:15]([NH:38][CH2:37][CH:48]2[CH2:30][CH2:31][O:33][CH2:46][CH2:47]2)=[O:17])[C:7](=[O:22])[O:6][CH2:5][C@@H:4]([C:23]2[CH:24]=[CH:25][CH:26]=[CH:27][CH:28]=2)[NH:3]1. The catalyst class is: 2. (4) The catalyst class is: 8. Product: [C:11]([CH2:10][C:9]([N:14]1[CH2:19][CH2:18][CH2:17][C@@H:16]([NH:20][C:21]2[CH:26]=[CH:25][N:24]=[C:23]([C:27]3[CH:28]=[N:29][N:30]4[CH:35]=[CH:34][C:33]([C:36]#[N:37])=[CH:32][C:31]=34)[N:22]=2)[CH2:15]1)=[O:8])#[N:12]. Reactant: O=C1CCC(=O)N1[O:8][C:9](=O)[CH2:10][C:11]#[N:12].[NH:14]1[CH2:19][CH2:18][CH2:17][C@@H:16]([NH:20][C:21]2[CH:26]=[CH:25][N:24]=[C:23]([C:27]3[CH:28]=[N:29][N:30]4[CH:35]=[CH:34][C:33]([C:36]#[N:37])=[CH:32][C:31]=34)[N:22]=2)[CH2:15]1. (5) Reactant: C[Si](C)(C)N[Si](C)(C)C.[Na].[Cl:11][C:12]1[C:17]([NH2:18])=[C:16]2[O:19][CH2:20][O:21][C:15]2=[CH:14][CH:13]=1.Cl[C:23]1[C:32]2[C:27](=[CH:28][C:29]([O:35][CH2:36][CH2:37][CH2:38][Cl:39])=[C:30]([O:33][CH3:34])[CH:31]=2)[N:26]=[CH:25][C:24]=1[C:40]#[N:41]. Product: [Cl:11][C:12]1[C:17]([NH:18][C:23]2[C:32]3[C:27](=[CH:28][C:29]([O:35][CH2:36][CH2:37][CH2:38][Cl:39])=[C:30]([O:33][CH3:34])[CH:31]=3)[N:26]=[CH:25][C:24]=2[C:40]#[N:41])=[C:16]2[O:19][CH2:20][O:21][C:15]2=[CH:14][CH:13]=1. The catalyst class is: 18.